From a dataset of Full USPTO retrosynthesis dataset with 1.9M reactions from patents (1976-2016). Predict the reactants needed to synthesize the given product. Given the product [Cl:1][C:2]1[CH:3]=[C:4]([N:8]([CH2:9][C:10]2[C:11](=[O:21])[NH:12][C:13]3[C:18]([CH:19]=2)=[CH:17][CH:16]=[CH:15][C:14]=3[F:20])[C:28]([C:24]2[CH:25]=[N:26][O:27][C:23]=2[CH3:22])=[O:29])[CH:5]=[CH:6][CH:7]=1, predict the reactants needed to synthesize it. The reactants are: [Cl:1][C:2]1[CH:3]=[C:4]([NH:8][CH2:9][C:10]2[C:11](=[O:21])[NH:12][C:13]3[C:18]([CH:19]=2)=[CH:17][CH:16]=[CH:15][C:14]=3[F:20])[CH:5]=[CH:6][CH:7]=1.[CH3:22][C:23]1[O:27][N:26]=[CH:25][C:24]=1[C:28](O)=[O:29].